Dataset: Drug-target binding data from BindingDB using IC50 measurements. Task: Regression. Given a target protein amino acid sequence and a drug SMILES string, predict the binding affinity score between them. We predict pIC50 (pIC50 = -log10(IC50 in M); higher means more potent). Dataset: bindingdb_ic50. (1) The compound is COC1CC(O)/C=C/C=C/C=C\C(C)C(C(C)C(O)CC(C)O)OC(=O)/C=C\C=C\C=C/C(C)=C/C(C)C(O)/C=C\C=C\c2coc(n2)C1C. The target protein sequence is MDSEVAALVIDNGSGMCKAGFAGDDAPRAVFPSIVGRPRHQGIMVGMGQKDSYVGDEAQSKRGILTLRYPIEHGIVTNWDDMEKIWHHTFYNELRVAPEEHPVLLTEAPMNPKSNREKMTQIMFETFNVPAFYVSIQAVLSLYSSGRTTGIVLDSGDGVTHVVPIYAGFSLPHAILRIDLAGKDLTDYLMKILSERGYSFSTTAEREIVRDIKEKLCYVALDFEQEMQTAAQSSSIEKSYELPDGQVITIGNERFRAPEALFHPSVLGLESAGIDQTTYNSIMKCDVDVRKELYGNIVMSGGTTMFPGIAERMQKEITALAPSSMKVKIIAPPERKYSVWIGGSILASLTTFQQMWISKQEYDESGPSIVHHKCF. The pIC50 is 6.4. (2) The target protein (P00959) has sequence MTQVAKKILVTCALPYANGSIHLGHMLEHIQADVWVRYQRMRGHEVNFICADDAHGTPIMLKAQQLGITPEQMIGEMSQEHQTDFAGFNISYDNYHSTHSEENRQLSELIYSRLKENGFIKNRTISQLYDPEKGMFLPDRFVKGTCPKCKSPDQYGDNCEVCGATYSPTELIEPKSVVSGATPVMRDSEHFFFDLPSFSEMLQAWTRSGALQEQVANKMQEWFESGLQQWDISRDAPYFGFEIPNAPGKYFYVWLDAPIGYMGSFKNLCDKRGDSVSFDEYWKKDSTAELYHFIGKDIVYFHSLFWPAMLEGSNFRKPSNLFVHGYVTVNGAKMSKSRGTFIKASTWLNHFDADSLRYYYTAKLSSRIDDIDLNLEDFVQRVNADIVNKVVNLASRNAGFINKRFDGVLASELADPQLYKTFTDAAEVIGEAWESREFGKAVREIMALADLANRYVDEQAPWVVAKQEGRDADLQAICSMGINLFRVLMTYLKPVLPKLT.... The compound is Oc1cc(NCCCNCc2ccccc2)nc2ccccc12. The pIC50 is 6.5. (3) The small molecule is COc1cccc(-c2cn([C@H]3C[C@H](O)[C@@H](COP(=O)([O-])[O-])O3)c(=O)[nH]c2=O)c1. The target protein (P9WFR9) has sequence MTPYEDLLRFVLETGTPKSDRTGTGTRSLFGQQMRYDLSAGFPLLTTKKVHFKSVAYELLWFLRGDSNIGWLHEHGVTIWDEWASDTGELGPIYGVQWRSWPAPSGEHIDQISAALDLLRTDPDSRRIIVSAWNVGEIERMALPPCHAFFQFYVADGRLSCQLYQRSADLFLGVPFNIASYALLTHMMAAQAGLSVGEFIWTGGDCHIYDNHVEQVRLQLSREPRPYPKLLLADRDSIFEYTYEDIVVKNYDPHPAIKAPVAV. The pIC50 is 4.3.